Dataset: Full USPTO retrosynthesis dataset with 1.9M reactions from patents (1976-2016). Task: Predict the reactants needed to synthesize the given product. (1) The reactants are: [C:1]([O:5][C:6](=[O:47])[N:7]([CH2:30][CH:31]([C:33]1[CH:38]=[C:37]([C:39]([F:42])([F:41])[F:40])[CH:36]=[C:35]([C:43]([F:46])([F:45])[F:44])[CH:34]=1)[OH:32])[CH2:8][C:9]1[CH:14]=[C:13]([C:15]([F:18])([F:17])[F:16])[CH:12]=[CH:11][C:10]=1[C:19]1[CH:24]=[C:23]([CH:25]([CH3:27])[CH3:26])[CH:22]=[CH:21][C:20]=1[O:28][CH3:29])([CH3:4])([CH3:3])[CH3:2].CCN(C(C)C)C(C)C.[CH3:57][S:58](Cl)(=[O:60])=[O:59]. Given the product [CH3:57][S:58]([O:32][CH:31]([C:33]1[CH:38]=[C:37]([C:39]([F:42])([F:41])[F:40])[CH:36]=[C:35]([C:43]([F:44])([F:45])[F:46])[CH:34]=1)[CH2:30][N:7]([C:6]([O:5][C:1]([CH3:3])([CH3:4])[CH3:2])=[O:47])[CH2:8][C:9]1[CH:14]=[C:13]([C:15]([F:18])([F:17])[F:16])[CH:12]=[CH:11][C:10]=1[C:19]1[CH:24]=[C:23]([CH:25]([CH3:27])[CH3:26])[CH:22]=[CH:21][C:20]=1[O:28][CH3:29])(=[O:60])=[O:59], predict the reactants needed to synthesize it. (2) Given the product [CH2:7]([N:14]1[CH2:22][CH2:21][C:17]([CH2:19][OH:20])([OH:24])[CH2:16][CH2:15]1)[C:8]1[CH:13]=[CH:12][CH:11]=[CH:10][CH:9]=1, predict the reactants needed to synthesize it. The reactants are: O.Cl(O)(=O)(=O)=O.[CH2:7]([N:14]1[CH2:22][CH2:21][C:17]2([C:19](=[O:20])C2)[CH2:16][CH2:15]1)[C:8]1[CH:13]=[CH:12][CH:11]=[CH:10][CH:9]=1.C(=O)([O-])[O-:24].[Na+].[Na+]. (3) Given the product [NH2:20][C:21]1[CH:22]=[C:23]([CH:26]=[CH:27][CH:28]=1)[CH2:24][N:17]1[C:16](=[O:19])[CH:15]=[CH:14][C:13]([C:10]2[CH:9]=[CH:8][C:7]([C:4]3[N:3]=[C:2]([CH3:1])[O:6][N:5]=3)=[CH:12][CH:11]=2)=[N:18]1, predict the reactants needed to synthesize it. The reactants are: [CH3:1][C:2]1[O:6][N:5]=[C:4]([C:7]2[CH:12]=[CH:11][C:10]([C:13]3[CH:14]=[CH:15][C:16](=[O:19])[NH:17][N:18]=3)=[CH:9][CH:8]=2)[N:3]=1.[NH2:20][C:21]1[CH:22]=[C:23]([CH:26]=[CH:27][CH:28]=1)[CH2:24]O.C1(P(C2C=CC=CC=2)C2C=CC=CC=2)C=CC=CC=1.N(C(OC(C)C)=O)=NC(OC(C)C)=O. (4) Given the product [I:1][C:2]1[CH:10]=[CH:9][C:8]([O:11][CH2:12][CH2:13][CH3:14])=[CH:7][C:3]=1[C:4]#[N:6], predict the reactants needed to synthesize it. The reactants are: [I:1][C:2]1[CH:10]=[CH:9][C:8]([O:11][CH2:12][CH2:13][CH3:14])=[CH:7][C:3]=1[C:4]([NH2:6])=O.O=S(Cl)Cl. (5) The reactants are: [CH3:1][O:2][C:3]1[CH:24]=[CH:23][CH:22]=[CH:21][C:4]=1[O:5][C:6]1[CH:11]=[C:10]([O:12][C:13]2[CH:14]=[N:15][CH:16]=[CH:17][CH:18]=2)[CH:9]=[C:8]([NH2:19])[C:7]=1[NH2:20].[S:25]1[CH:29]=[CH:28][N:27]=[C:26]1[CH:30]=O. Given the product [CH3:1][O:2][C:3]1[CH:24]=[CH:23][CH:22]=[CH:21][C:4]=1[O:5][C:6]1[C:7]2[N:20]=[C:30]([C:26]3[S:25][CH:29]=[CH:28][N:27]=3)[NH:19][C:8]=2[CH:9]=[C:10]([O:12][C:13]2[CH:14]=[N:15][CH:16]=[CH:17][CH:18]=2)[CH:11]=1, predict the reactants needed to synthesize it. (6) Given the product [CH2:1]([C@H:8]1[CH2:12][O:11][C:10](=[O:13])[N:9]1[C:14](=[O:39])[CH2:15][C@@H:16]([C:22]1[CH:38]=[CH:37][C:25]([O:26][CH2:27][C:28]2[CH:29]=[C:30]([C:46]3[CH2:51][CH2:50][N:49]([C:52]([O:54][C:55]([CH3:58])([CH3:57])[CH3:56])=[O:53])[CH2:48][CH:47]=3)[CH:31]=[CH:32][CH:33]=2)=[CH:24][CH:23]=1)[C:17]1[CH:21]=[CH:20][O:19][N:18]=1)[C:2]1[CH:7]=[CH:6][CH:5]=[CH:4][CH:3]=1, predict the reactants needed to synthesize it. The reactants are: [CH2:1]([C@H:8]1[CH2:12][O:11][C:10](=[O:13])[N:9]1[C:14](=[O:39])[CH2:15][C@@H:16]([C:22]1[CH:38]=[CH:37][C:25]([O:26][CH2:27][C:28]2[CH:29]=[C:30](B(O)O)[CH:31]=[CH:32][CH:33]=2)=[CH:24][CH:23]=1)[C:17]1[CH:21]=[CH:20][O:19][N:18]=1)[C:2]1[CH:7]=[CH:6][CH:5]=[CH:4][CH:3]=1.FC(F)(F)S(O[C:46]1[CH2:51][CH2:50][N:49]([C:52]([O:54][C:55]([CH3:58])([CH3:57])[CH3:56])=[O:53])[CH2:48][CH:47]=1)(=O)=O.C(=O)([O-])[O-].[Na+].[Na+].[Cl-].[Li+].